From a dataset of Peptide-MHC class II binding affinity with 134,281 pairs from IEDB. Regression. Given a peptide amino acid sequence and an MHC pseudo amino acid sequence, predict their binding affinity value. This is MHC class II binding data. (1) The peptide sequence is GFPVRPQVPLRPMTYKGAFDL. The MHC is DRB1_0901 with pseudo-sequence DRB1_0901. The binding affinity (normalized) is 0.508. (2) The peptide sequence is IKYTRPGDSLAEVEL. The MHC is DRB1_1302 with pseudo-sequence DRB1_1302. The binding affinity (normalized) is 0.197. (3) The peptide sequence is LLAAADELVGGPPVE. The MHC is HLA-DPA10201-DPB10101 with pseudo-sequence HLA-DPA10201-DPB10101. The binding affinity (normalized) is 0.0843. (4) The peptide sequence is MPVDPDNEAYEMPSE. The MHC is DRB1_0401 with pseudo-sequence DRB1_0401. The binding affinity (normalized) is 0.447. (5) The peptide sequence is PRRWLRFCNPELSEI. The MHC is HLA-DPA10201-DPB10501 with pseudo-sequence HLA-DPA10201-DPB10501. The binding affinity (normalized) is 0.174.